This data is from Forward reaction prediction with 1.9M reactions from USPTO patents (1976-2016). The task is: Predict the product of the given reaction. (1) Given the reactants [C:1]([O:5][C:6]([N:8]1[CH2:13][CH2:12][N:11]([C:14]2[CH:19]=[CH:18][CH:17]=[CH:16][C:15]=2[OH:20])[CH2:10][CH2:9]1)=[O:7])([CH3:4])([CH3:3])[CH3:2].O[CH2:22][CH2:23][N:24]1[CH2:28][CH2:27][CH2:26][CH2:25]1, predict the reaction product. The product is: [C:1]([O:5][C:6]([N:8]1[CH2:9][CH2:10][N:11]([C:14]2[CH:19]=[CH:18][CH:17]=[CH:16][C:15]=2[O:20][CH2:22][CH2:23][N:24]2[CH2:28][CH2:27][CH2:26][CH2:25]2)[CH2:12][CH2:13]1)=[O:7])([CH3:4])([CH3:2])[CH3:3]. (2) Given the reactants [O:1]1[C:5]2[CH:6]=[CH:7][C:8]([C:10]3[CH:11]=[C:12]([S:16]([NH:19][C:20]4[CH:28]=[CH:27][C:23]([C:24]([OH:26])=[O:25])=[C:22]([OH:29])[CH:21]=4)(=[O:18])=[O:17])[S:13][C:14]=3[Cl:15])=[CH:9][C:4]=2[O:3][CH2:2]1.[CH3:30][O:31][CH:32](O)[CH3:33], predict the reaction product. The product is: [O:1]1[C:5]2[CH:6]=[CH:7][C:8]([C:10]3[CH:11]=[C:12]([S:16]([NH:19][C:20]4[CH:28]=[CH:27][C:23]([C:24]([O:26][CH2:33][CH2:32][O:31][CH3:30])=[O:25])=[C:22]([OH:29])[CH:21]=4)(=[O:17])=[O:18])[S:13][C:14]=3[Cl:15])=[CH:9][C:4]=2[O:3][CH2:2]1. (3) Given the reactants [CH:1]([C@@H:3]1[N:7]([CH3:8])[C:6](=[O:9])[CH2:5][C@@H:4]1[C:10]1[CH:15]=[CH:14][CH:13]=[CH:12][CH:11]=1)=[O:2].Br[C:17]1[S:18][C:19]([C:22]2[CH:27]=[CH:26][CH:25]=[CH:24][CH:23]=2)=[CH:20][CH:21]=1, predict the reaction product. The product is: [OH:2][C@H:1]([C:17]1[S:18][C:19]([C:22]2[CH:23]=[CH:24][CH:25]=[CH:26][CH:27]=2)=[CH:20][CH:21]=1)[C@@H:3]1[N:7]([CH3:8])[C:6](=[O:9])[CH2:5][C@@H:4]1[C:10]1[CH:15]=[CH:14][CH:13]=[CH:12][CH:11]=1. (4) Given the reactants [NH2:1][C:2]1[CH:30]=[CH:29][C:5]2[NH:6][C:7]([C:12]3[C:13](=[O:28])[N:14]([CH2:23][CH2:24][CH:25]([CH3:27])[CH3:26])[C:15]4[C:20]([C:21]=3[OH:22])=[CH:19][CH:18]=[CH:17][N:16]=4)=[N:8][S:9](=[O:11])(=[O:10])[C:4]=2[CH:3]=1.[S:31]1[CH:35]=[CH:34][C:33]([S:36](Cl)(=[O:38])=[O:37])=[CH:32]1.[C:40]([O:43][CH2:44]C)(=[O:42])C, predict the reaction product. The product is: [OH:22][C:21]1[C:20]2[C:15](=[N:16][CH:17]=[CH:18][CH:19]=2)[N:14]([CH2:23][CH2:24][CH:25]([CH3:27])[CH3:26])[C:13](=[O:28])[C:12]=1[C:7]1[NH:6][C:5]2[CH:29]=[CH:30][C:2]([NH:1][S:36]([C:33]3[CH:34]=[CH:35][S:31][C:32]=3[C:40]([O:43][CH3:44])=[O:42])(=[O:38])=[O:37])=[CH:3][C:4]=2[S:9](=[O:11])(=[O:10])[N:8]=1.